From a dataset of Full USPTO retrosynthesis dataset with 1.9M reactions from patents (1976-2016). Predict the reactants needed to synthesize the given product. Given the product [CH3:27][C:23]1([CH3:28])[NH:22][C:21](=[O:29])[C:20]2[S:19][C:18]([N:14]3[C:13]4[CH:30]=[C:9]([O:8][C:6]5[CH:5]=[CH:4][CH:3]=[C:2]([N:31]6[CH2:35][CH2:34][CH2:33][CH2:32]6)[N:7]=5)[CH:10]=[CH:11][C:12]=4[O:17][CH2:16][CH2:15]3)=[N:26][C:25]=2[CH2:24]1, predict the reactants needed to synthesize it. The reactants are: Br[C:2]1[N:7]=[C:6]([O:8][C:9]2[CH:10]=[CH:11][C:12]3[O:17][CH2:16][CH2:15][N:14]([C:18]4[S:19][C:20]5[C:21](=[O:29])[NH:22][C:23]([CH3:28])([CH3:27])[CH2:24][C:25]=5[N:26]=4)[C:13]=3[CH:30]=2)[CH:5]=[CH:4][CH:3]=1.[NH:31]1[CH2:35][CH2:34][CH2:33][CH2:32]1.CC(C)([O-])C.[Na+].